From a dataset of Reaction yield outcomes from USPTO patents with 853,638 reactions. Predict the reaction yield, written as a fraction of the theoretical maximum amount of product (1.0 means a 100% yield; for example, 0.34 means a 34% yield). The reactants are [CH2:1]1[C:5]2=[C:6]3[C:11](=[CH:12][CH:13]=[C:4]2[NH:3][C:2]1=[O:14])[N:10]=[CH:9][CH:8]=[CH:7]3.[NH2:15][C:16]1[CH:17]=[C:18]([CH:21]=[CH:22][CH:23]=1)[C:19]#[N:20].[C:24](O)(=O)C. No catalyst specified. The product is [O:14]=[C:2]1[NH:3][C:4]2[C:5](=[C:6]3[C:11](=[CH:12][CH:13]=2)[N:10]=[CH:9][CH:8]=[CH:7]3)/[C:1]/1=[CH:24]/[NH:15][C:16]1[CH:17]=[C:18]([CH:21]=[CH:22][CH:23]=1)[C:19]#[N:20]. The yield is 0.780.